From a dataset of Forward reaction prediction with 1.9M reactions from USPTO patents (1976-2016). Predict the product of the given reaction. (1) Given the reactants [O:1]=[C:2]1[N:8]([CH:9]2[CH2:14][CH2:13][N:12]([C:15]([O:17][C@@H:18]([C:29]([OH:31])=O)[CH2:19][C:20]3[CH:25]=[C:24]([CH3:26])[C:23]([OH:27])=[C:22]([CH3:28])[CH:21]=3)=[O:16])[CH2:11][CH2:10]2)[CH2:7][CH2:6][C:5]2[CH:32]=[CH:33][CH:34]=[CH:35][C:4]=2[NH:3]1.C(N(CC)CC)C.[CH3:43][O:44][CH:45]1[CH2:50][CH2:49][N:48]([CH:51]2[CH2:56][CH2:55][NH:54][CH2:53][CH2:52]2)[CH2:47][CH2:46]1, predict the reaction product. The product is: [O:1]=[C:2]1[N:8]([CH:9]2[CH2:14][CH2:13][N:12]([C:15]([O:17][C@H:18]([CH2:19][C:20]3[CH:25]=[C:24]([CH3:26])[C:23]([OH:27])=[C:22]([CH3:28])[CH:21]=3)[C:29]([N:54]3[CH2:53][CH2:52][CH:51]([N:48]4[CH2:49][CH2:50][CH:45]([O:44][CH3:43])[CH2:46][CH2:47]4)[CH2:56][CH2:55]3)=[O:31])=[O:16])[CH2:11][CH2:10]2)[CH2:7][CH2:6][C:5]2[CH:32]=[CH:33][CH:34]=[CH:35][C:4]=2[NH:3]1. (2) Given the reactants [NH2:1][C:2]1[CH:20]=[CH:19][C:5]([O:6][C:7]2[CH:12]=[CH:11][N:10]=[C:9]([NH:13][C:14]([CH:16]3[CH2:18][CH2:17]3)=[O:15])[CH:8]=2)=[CH:4][C:3]=1[F:21].N1C=CC=CC=1.Cl[C:29]([O:31][C:32]1[CH:37]=[CH:36][CH:35]=[CH:34][CH:33]=1)=[O:30].CCOC(C)=O, predict the reaction product. The product is: [CH:16]1([C:14]([NH:13][C:9]2[CH:8]=[C:7]([O:6][C:5]3[CH:19]=[CH:20][C:2]([NH:1][C:29](=[O:30])[O:31][C:32]4[CH:37]=[CH:36][CH:35]=[CH:34][CH:33]=4)=[C:3]([F:21])[CH:4]=3)[CH:12]=[CH:11][N:10]=2)=[O:15])[CH2:18][CH2:17]1. (3) Given the reactants [N:1]1([C:6]2[CH:25]=[CH:24][C:9]([CH2:10][C:11]3[C:12]([CH3:23])=[C:13]([F:22])[C:14]([OH:21])=[C:15]([CH:20]=3)[C:16]([O:18][CH3:19])=[O:17])=[CH:8][CH:7]=2)[CH:5]=[CH:4][CH:3]=[N:2]1.[H-].[Na+].C1C=CC(N([S:35]([C:38]([F:41])([F:40])[F:39])(=[O:37])=[O:36])[S:35]([C:38]([F:41])([F:40])[F:39])(=[O:37])=[O:36])=CC=1.Cl, predict the reaction product. The product is: [N:1]1([C:6]2[CH:25]=[CH:24][C:9]([CH2:10][C:11]3[C:12]([CH3:23])=[C:13]([F:22])[C:14]([O:21][S:35]([C:38]([F:41])([F:40])[F:39])(=[O:37])=[O:36])=[C:15]([CH:20]=3)[C:16]([O:18][CH3:19])=[O:17])=[CH:8][CH:7]=2)[CH:5]=[CH:4][CH:3]=[N:2]1. (4) Given the reactants [NH2:1][N:2]1[CH:6]=[CH:5][C:4]([C:7]2[CH:12]=[CH:11][CH:10]=[CH:9][CH:8]=2)=[C:3]1[C:13]([O:15][CH3:16])=[O:14].CN(C(ON1N=NC2C=CC=NC1=2)=[N+](C)C)C.F[P-](F)(F)(F)(F)F.[S:41]([C:45]1[CH:46]=[N:47][CH:48]=[C:49]([CH:53]=1)[C:50](O)=[O:51])(=[O:44])(=[O:43])[NH2:42], predict the reaction product. The product is: [C:7]1([C:4]2[CH:5]=[CH:6][N:2]([NH:1][C:50](=[O:51])[C:49]3[CH:53]=[C:45]([S:41](=[O:43])(=[O:44])[NH2:42])[CH:46]=[N:47][CH:48]=3)[C:3]=2[C:13]([O:15][CH3:16])=[O:14])[CH:12]=[CH:11][CH:10]=[CH:9][CH:8]=1. (5) Given the reactants [O:1]=[C:2]([CH3:11])[CH2:3][C:4]([O:6][C:7]([CH3:10])([CH3:9])[CH3:8])=[O:5].[N:12]([O-])=[O:13].[Na+], predict the reaction product. The product is: [C:7]([O:6][C:4](=[O:5])[C:3](=[N:12][OH:13])[C:2](=[O:1])[CH3:11])([CH3:10])([CH3:9])[CH3:8].